Dataset: Merck oncology drug combination screen with 23,052 pairs across 39 cell lines. Task: Regression. Given two drug SMILES strings and cell line genomic features, predict the synergy score measuring deviation from expected non-interaction effect. (1) Drug 1: COC12C(COC(N)=O)C3=C(C(=O)C(C)=C(N)C3=O)N1CC1NC12. Drug 2: Cn1cc(-c2cnn3c(N)c(Br)c(C4CCCNC4)nc23)cn1. Cell line: A427. Synergy scores: synergy=6.77. (2) Drug 1: O=P1(N(CCCl)CCCl)NCCCO1. Drug 2: N#Cc1ccc(Cn2cncc2CN2CCN(c3cccc(Cl)c3)C(=O)C2)cc1. Cell line: HT29. Synergy scores: synergy=0.290.